This data is from Full USPTO retrosynthesis dataset with 1.9M reactions from patents (1976-2016). The task is: Predict the reactants needed to synthesize the given product. (1) Given the product [NH2:7][C:8]1[N:13]2[N:14]=[CH:15][C:16]([C:17]3[CH:18]=[N:19][C:20]([C:23]4[CH:24]=[CH:25][CH:26]=[CH:27][CH:28]=4)=[CH:21][CH:22]=3)=[C:12]2[N:11]=[C:10]([CH:29]2[CH2:35][CH:34]3[NH:36][CH:31]([CH2:32][CH2:33]3)[CH2:30]2)[C:9]=1[C:44](=[O:46])[CH3:45].[ClH:59], predict the reactants needed to synthesize it. The reactants are: C[Si](C)(C)CCOC[N:7](COCC[Si](C)(C)C)[C:8]1[N:13]2[N:14]=[CH:15][C:16]([C:17]3[CH:18]=[N:19][C:20]([C:23]4[CH:28]=[CH:27][CH:26]=[CH:25][CH:24]=4)=[CH:21][CH:22]=3)=[C:12]2[N:11]=[C:10]([CH:29]2[CH2:35][CH:34]3[N:36](C(OC(C)(C)C)=O)[CH:31]([CH2:32][CH2:33]3)[CH2:30]2)[C:9]=1[C:44]([O:46]CC)=[CH2:45].[ClH:59]. (2) The reactants are: [CH:1]1([C:5]([OH:7])=O)[CH2:4][CH2:3][CH2:2]1.[NH2:8][C:9]1[CH:14]=[C:13]([Cl:15])[CH:12]=[CH:11][N:10]=1.C(P1(=O)OP(CCC)(=O)OP(CCC)(=O)O1)CC. Given the product [Cl:15][C:13]1[CH:12]=[CH:11][N:10]=[C:9]([NH:8][C:5]([CH:1]2[CH2:2][CH2:3][CH2:4]2)=[O:7])[CH:14]=1, predict the reactants needed to synthesize it. (3) Given the product [CH3:13][N:14]([C:10]([CH:8]1[CH2:9][CH:7]1[C:4]1[CH:3]=[CH:2][N:1]=[CH:6][CH:5]=1)=[O:12])[C@H:15]1[CH2:34][N:19]2[C:20]3[C:25]([C:26]([CH2:27][C:28]([OH:30])=[O:29])=[C:18]2[CH2:17][CH2:16]1)=[CH:24][CH:23]=[CH:22][CH:21]=3, predict the reactants needed to synthesize it. The reactants are: [N:1]1[CH:6]=[CH:5][C:4]([CH:7]2[CH2:9][CH:8]2[C:10]([OH:12])=O)=[CH:3][CH:2]=1.[CH3:13][NH:14][C@H:15]1[CH2:34][N:19]2[C:20]3[C:25]([C:26]([CH2:27][C:28]([O:30]CCC)=[O:29])=[C:18]2[CH2:17][CH2:16]1)=[CH:24][CH:23]=[CH:22][CH:21]=3.